From a dataset of NCI-60 drug combinations with 297,098 pairs across 59 cell lines. Regression. Given two drug SMILES strings and cell line genomic features, predict the synergy score measuring deviation from expected non-interaction effect. Drug 1: CC(C1=C(C=CC(=C1Cl)F)Cl)OC2=C(N=CC(=C2)C3=CN(N=C3)C4CCNCC4)N. Drug 2: CC1CCC2CC(C(=CC=CC=CC(CC(C(=O)C(C(C(=CC(C(=O)CC(OC(=O)C3CCCCN3C(=O)C(=O)C1(O2)O)C(C)CC4CCC(C(C4)OC)OCCO)C)C)O)OC)C)C)C)OC. Synergy scores: CSS=19.8, Synergy_ZIP=2.75, Synergy_Bliss=3.65, Synergy_Loewe=-21.1, Synergy_HSA=-1.72. Cell line: RPMI-8226.